This data is from Forward reaction prediction with 1.9M reactions from USPTO patents (1976-2016). The task is: Predict the product of the given reaction. (1) Given the reactants [C:1]([N:4]1[C:12]2[C:7](=[CH:8][C:9](Br)=[CH:10][CH:11]=2)[CH2:6][CH2:5]1)(=[O:3])[CH3:2].CC(C)([O-])C.[Na+].[CH2:20]([N:27]1[CH2:32][CH2:31][NH:30][CH2:29][CH2:28]1)[C:21]1[CH:26]=[CH:25][CH:24]=[CH:23][CH:22]=1, predict the reaction product. The product is: [CH2:20]([N:27]1[CH2:32][CH2:31][N:30]([C:9]2[CH:8]=[C:7]3[C:12](=[CH:11][CH:10]=2)[N:4]([C:1](=[O:3])[CH3:2])[CH2:5][CH2:6]3)[CH2:29][CH2:28]1)[C:21]1[CH:22]=[CH:23][CH:24]=[CH:25][CH:26]=1. (2) Given the reactants [C:1]([C:3]1[CH:4]=[N:5][C:6]2[CH:7]=[C:8]3[NH:31][CH:30]=[N:29][C:9]3=[CH:10][C:11]=2[C:12]=1[N:13]([C:16]1[CH:21]=[CH:20][C:19]([O:22][C:23]2[CH:28]=[CH:27][CH:26]=[CH:25][CH:24]=2)=[CH:18][CH:17]=1)C=O)#[N:2].C(=O)([O-])[O-].[K+].[K+], predict the reaction product. The product is: [O:22]([C:19]1[CH:20]=[CH:21][C:16]([NH:13][C:12]2[C:11]3[CH:10]=[C:9]4[N:29]=[CH:30][N:31]=[C:8]4[CH2:7][C:6]=3[N:5]=[CH:4][C:3]=2[C:1]#[N:2])=[CH:17][CH:18]=1)[C:23]1[CH:28]=[CH:27][CH:26]=[CH:25][CH:24]=1.